This data is from HIV replication inhibition screening data with 41,000+ compounds from the AIDS Antiviral Screen. The task is: Binary Classification. Given a drug SMILES string, predict its activity (active/inactive) in a high-throughput screening assay against a specified biological target. (1) The molecule is CC(C)=NOC(=O)OCC1OC(n2cnc3c(N)ncnc32)C(O)C1O. The result is 0 (inactive). (2) The molecule is Cc1ccc(C2(O)CC(c3ccc([N+](=O)[O-])o3)=NN2C(=O)COc2ccc(Cl)cc2)cc1. The result is 0 (inactive). (3) The molecule is Cc1ccc(S(=O)(=O)N2CCN(S(=O)(=O)c3ccc(C)cc3)Cc3ccccc3C2)cc1. The result is 0 (inactive). (4) The drug is N=c1[nH]nc[se]1. The result is 0 (inactive).